Dataset: Reaction yield outcomes from USPTO patents with 853,638 reactions. Task: Predict the reaction yield, written as a fraction of the theoretical maximum amount of product (1.0 means a 100% yield; for example, 0.34 means a 34% yield). (1) The reactants are [CH2:1]([O:8][C:9]([NH:11][C:12]1[C:13]([C:29](O)=[O:30])=[N:14][C:15]2[C:20]([CH:21]=1)=[CH:19][CH:18]=[C:17]([N:22]1[CH2:27][CH2:26][N:25]([CH3:28])[CH2:24][CH2:23]1)[CH:16]=2)=[O:10])[C:2]1[CH:7]=[CH:6][CH:5]=[CH:4][CH:3]=1.[NH2:32][C:33]1[CH:34]=[N:35][CH:36]=[CH:37][C:38]=1[N:39]1[CH2:44][C@H:43]([CH3:45])[C@H:42]([N:46]2[CH:50]=[CH:49][N:48]=[N:47]2)[C@H:41]([NH:51][C:52](=[O:58])[O:53][C:54]([CH3:57])([CH3:56])[CH3:55])[CH2:40]1.CN(C(ON1N=NC2C=CC=NC1=2)=[N+](C)C)C.F[P-](F)(F)(F)(F)F.CCN(C(C)C)C(C)C. The catalyst is CN(C=O)C.C1COCC1.CO.O. The product is [C:54]([O:53][C:52]([NH:51][C@H:41]1[C@@H:42]([N:46]2[CH:50]=[CH:49][N:48]=[N:47]2)[C@@H:43]([CH3:45])[CH2:44][N:39]([C:38]2[CH:37]=[CH:36][N:35]=[CH:34][C:33]=2[NH:32][C:29]([C:13]2[C:12]([NH:11][C:9](=[O:10])[O:8][CH2:1][C:2]3[CH:7]=[CH:6][CH:5]=[CH:4][CH:3]=3)=[CH:21][C:20]3[C:15](=[CH:16][C:17]([N:22]4[CH2:23][CH2:24][N:25]([CH3:28])[CH2:26][CH2:27]4)=[CH:18][CH:19]=3)[N:14]=2)=[O:30])[CH2:40]1)=[O:58])([CH3:57])([CH3:56])[CH3:55]. The yield is 0.480. (2) The reactants are [Cl-].O[NH3+:3].[C:4](=[O:7])([O-])[OH:5].[Na+].CS(C)=O.[Si]([O:20][CH:21]([CH:52]1[CH2:57][CH2:56][CH2:55][CH2:54][CH2:53]1)[CH2:22][N:23]1[C:28](=[O:29])[C:27]([CH2:30][C:31]2[CH:36]=[CH:35][C:34]([C:37]3[C:38]([C:43]#[N:44])=[CH:39][CH:40]=[CH:41][CH:42]=3)=[CH:33][CH:32]=2)=[C:26]([CH2:45][CH2:46][CH3:47])[N:25]2[N:48]=[C:49]([CH3:51])[N:50]=[C:24]12)(C(C)(C)C)(C)C. The catalyst is O.C(OCC)(=O)C. The product is [CH:52]1([CH:21]([OH:20])[CH2:22][N:23]2[C:28](=[O:29])[C:27]([CH2:30][C:31]3[CH:32]=[CH:33][C:34]([C:37]4[CH:42]=[CH:41][CH:40]=[CH:39][C:38]=4[C:43]4[NH:44][C:4](=[O:7])[O:5][N:3]=4)=[CH:35][CH:36]=3)=[C:26]([CH2:45][CH2:46][CH3:47])[N:25]3[N:48]=[C:49]([CH3:51])[N:50]=[C:24]23)[CH2:57][CH2:56][CH2:55][CH2:54][CH2:53]1. The yield is 0.860. (3) The reactants are Cl[C:2]1[N:3]=[CH:4][C:5]([O:32][CH3:33])=[C:6]2[C:10]([C:11](=[O:31])[C:12]([N:14]3[CH2:19][CH2:18][N:17]([C:20]4[N:24]([C:25]5[CH:30]=[CH:29][CH:28]=[CH:27][N:26]=5)[N:23]=[N:22][N:21]=4)[CH2:16][CH2:15]3)=[O:13])=[CH:9][NH:8][C:7]=12.C([N:36]([CH2:39][CH3:40])[CH2:37]C)C.[OH2:41].[CH:42]1(N)CC1. The catalyst is O1CCOCC1.C1C=CC([P]([Pd]([P](C2C=CC=CC=2)(C2C=CC=CC=2)C2C=CC=CC=2)([P](C2C=CC=CC=2)(C2C=CC=CC=2)C2C=CC=CC=2)[P](C2C=CC=CC=2)(C2C=CC=CC=2)C2C=CC=CC=2)(C2C=CC=CC=2)C2C=CC=CC=2)=CC=1. The product is [CH:39]1([NH:36][C:37]([C:2]2[N:3]=[CH:4][C:5]([O:32][CH3:33])=[C:6]3[C:10]([C:11](=[O:31])[C:12](=[O:13])[N:14]4[CH2:15][CH2:16][N:17]([C:20]5[N:24]([C:25]6[CH:30]=[CH:29][CH:28]=[CH:27][N:26]=6)[N:23]=[N:22][N:21]=5)[CH2:18][CH2:19]4)=[CH:9][NH:8][C:7]=23)=[O:41])[CH2:40][CH2:42]1. The yield is 0.167.